Dataset: Reaction yield outcomes from USPTO patents with 853,638 reactions. Task: Predict the reaction yield, written as a fraction of the theoretical maximum amount of product (1.0 means a 100% yield; for example, 0.34 means a 34% yield). (1) The reactants are [C:1]([CH:4]([NH:6][C:7]([CH:9]([NH:21][C:22](=[O:29])[CH:23]([NH2:28])[CH2:24][CH:25]([CH3:27])[CH3:26])[CH2:10][C:11]1[CH:20]=[CH:19][C:18]2[C:13](=[CH:14][CH:15]=[CH:16][CH:17]=2)[CH:12]=1)=[O:8])[CH3:5])(=[O:3])[NH2:2].C(N(CC)CC)C.[CH2:37]([O:44][NH:45][C:46](=[O:49])[CH2:47]Br)[C:38]1[CH:43]=[CH:42][CH:41]=[CH:40][CH:39]=1. The catalyst is C(OCC)(=O)C. The product is [C:1]([CH:4]([NH:6][C:7]([CH:9]([NH:21][C:22](=[O:29])[CH:23]([NH:28][CH2:47][C:46](=[O:49])[NH:45][O:44][CH2:37][C:38]1[CH:43]=[CH:42][CH:41]=[CH:40][CH:39]=1)[CH2:24][CH:25]([CH3:26])[CH3:27])[CH2:10][C:11]1[CH:20]=[CH:19][C:18]2[C:13](=[CH:14][CH:15]=[CH:16][CH:17]=2)[CH:12]=1)=[O:8])[CH3:5])(=[O:3])[NH2:2]. The yield is 0.650. (2) The catalyst is O1CCOCC1.[C-]#N.C([N+](CC)(CC)CC)C.C1C=CC(P(C2C=CC=CC=2)[C-]2C=CC=C2)=CC=1.C1C=CC(P(C2C=CC=CC=2)[C-]2C=CC=C2)=CC=1.[Fe+2].C1C=CC(/C=C/C(/C=C/C2C=CC=CC=2)=O)=CC=1.C1C=CC(/C=C/C(/C=C/C2C=CC=CC=2)=O)=CC=1.C1C=CC(/C=C/C(/C=C/C2C=CC=CC=2)=O)=CC=1.[Pd].[Pd]. The reactants are Br[C:2]1[CH:7]=[C:6]([O:8][CH2:9][CH:10]2[CH2:12][CH2:11]2)[C:5]([CH:13]2[CH2:15][CH2:14]2)=[CH:4][N:3]=1.[Cu][C:17]#[N:18]. The product is [CH:13]1([C:5]2[C:6]([O:8][CH2:9][CH:10]3[CH2:12][CH2:11]3)=[CH:7][C:2]([C:17]#[N:18])=[N:3][CH:4]=2)[CH2:15][CH2:14]1. The yield is 0.500.